Dataset: NCI-60 drug combinations with 297,098 pairs across 59 cell lines. Task: Regression. Given two drug SMILES strings and cell line genomic features, predict the synergy score measuring deviation from expected non-interaction effect. (1) Drug 1: C1CCN(CC1)CCOC2=CC=C(C=C2)C(=O)C3=C(SC4=C3C=CC(=C4)O)C5=CC=C(C=C5)O. Drug 2: CCC1(C2=C(COC1=O)C(=O)N3CC4=CC5=C(C=CC(=C5CN(C)C)O)N=C4C3=C2)O.Cl. Cell line: NCI-H226. Synergy scores: CSS=-3.05, Synergy_ZIP=0.331, Synergy_Bliss=-5.39, Synergy_Loewe=-23.6, Synergy_HSA=-10.7. (2) Drug 1: CC1=C2C(C(=O)C3(C(CC4C(C3C(C(C2(C)C)(CC1OC(=O)C(C(C5=CC=CC=C5)NC(=O)OC(C)(C)C)O)O)OC(=O)C6=CC=CC=C6)(CO4)OC(=O)C)OC)C)OC. Drug 2: C(CN)CNCCSP(=O)(O)O. Cell line: SNB-75. Synergy scores: CSS=4.34, Synergy_ZIP=-13.7, Synergy_Bliss=-17.1, Synergy_Loewe=-46.4, Synergy_HSA=-16.5. (3) Drug 1: C1CN1P(=S)(N2CC2)N3CC3. Drug 2: C(CC(=O)O)C(=O)CN.Cl. Cell line: ACHN. Synergy scores: CSS=33.3, Synergy_ZIP=-7.00, Synergy_Bliss=-4.42, Synergy_Loewe=-22.1, Synergy_HSA=-2.95. (4) Drug 1: CC1=C(C(CCC1)(C)C)C=CC(=CC=CC(=CC(=O)O)C)C. Drug 2: CC(C)NC(=O)C1=CC=C(C=C1)CNNC.Cl. Cell line: NCI-H460. Synergy scores: CSS=-3.56, Synergy_ZIP=0.889, Synergy_Bliss=-2.58, Synergy_Loewe=-4.65, Synergy_HSA=-5.24. (5) Drug 1: CC1C(C(CC(O1)OC2CC(OC(C2O)C)OC3=CC4=CC5=C(C(=O)C(C(C5)C(C(=O)C(C(C)O)O)OC)OC6CC(C(C(O6)C)O)OC7CC(C(C(O7)C)O)OC8CC(C(C(O8)C)O)(C)O)C(=C4C(=C3C)O)O)O)O. Drug 2: C1C(C(OC1N2C=NC(=NC2=O)N)CO)O. Cell line: BT-549. Synergy scores: CSS=59.5, Synergy_ZIP=-1.86, Synergy_Bliss=1.63, Synergy_Loewe=0.376, Synergy_HSA=0.985. (6) Drug 1: CC(CN1CC(=O)NC(=O)C1)N2CC(=O)NC(=O)C2. Drug 2: COC1=CC(=CC(=C1O)OC)C2C3C(COC3=O)C(C4=CC5=C(C=C24)OCO5)OC6C(C(C7C(O6)COC(O7)C8=CC=CS8)O)O. Cell line: HOP-62. Synergy scores: CSS=42.9, Synergy_ZIP=8.27, Synergy_Bliss=8.44, Synergy_Loewe=-12.3, Synergy_HSA=9.68.